From a dataset of Forward reaction prediction with 1.9M reactions from USPTO patents (1976-2016). Predict the product of the given reaction. (1) The product is: [CH:1]1([N:6]2[C:14]3[CH:13]=[CH:12][NH:11][C:10](=[O:15])[C:9]=3[C:8]([C:16]3[CH:17]=[CH:18][C:19]([C:20]#[N:22])=[CH:23][CH:24]=3)=[N:7]2)[CH2:5][CH2:4][CH2:3][CH2:2]1. Given the reactants [CH:1]1([N:6]2[C:14]3[CH:13]=[CH:12][NH:11][C:10](=[O:15])[C:9]=3[C:8]([C:16]3[CH:24]=[CH:23][C:19]([C:20]([NH2:22])=O)=[CH:18][CH:17]=3)=[N:7]2)[CH2:5][CH2:4][CH2:3][CH2:2]1.N1C=CC=CC=1.FC(F)(F)C(OC(=O)C(F)(F)F)=O.[Cl-].[NH4+], predict the reaction product. (2) Given the reactants [C:1]([O:5][C:6]([NH:8][C:9]([CH3:17])([CH3:16])[CH2:10][O:11][CH2:12][C:13]([OH:15])=O)=[O:7])([CH3:4])([CH3:3])[CH3:2].ON1C2N=CC=CC=2N=N1.Cl.CN(C)CCCN=C=NCC.[CH3:40][N:41]([C@@H:58]([C:66](=[O:69])[NH:67][CH3:68])[CH2:59][C:60]1[CH:65]=[CH:64][CH:63]=[CH:62][CH:61]=1)[C:42](=[O:57])[C@H:43]([NH:55][CH3:56])[CH2:44][C:45]1[C:54]2[C:49](=[CH:50][CH:51]=[CH:52][CH:53]=2)[CH:48]=[CH:47][CH:46]=1, predict the reaction product. The product is: [C:1]([O:5][C:6](=[O:7])[NH:8][C:9]([CH3:17])([CH3:16])[CH2:10][O:11][CH2:12][C:13](=[O:15])[N:55]([CH3:56])[C@@H:43]([C:42](=[O:57])[N:41]([CH3:40])[C@@H:58]([C:66](=[O:69])[NH:67][CH3:68])[CH2:59][C:60]1[CH:65]=[CH:64][CH:63]=[CH:62][CH:61]=1)[CH2:44][C:45]1[C:54]2[C:49](=[CH:50][CH:51]=[CH:52][CH:53]=2)[CH:48]=[CH:47][CH:46]=1)([CH3:2])([CH3:3])[CH3:4]. (3) Given the reactants [Cl:1][C:2]1[S:9][C:8]2[C:7]3([CH:13]([C:14]4[CH:19]=[CH:18][CH:17]=[C:16]([Cl:20])[C:15]=4[F:21])[CH:12]([C:22]([NH:24][C:25]4[CH:30]=[CH:29][C:28]([C:31]#[N:32])=[CH:27][C:26]=4[O:33][CH3:34])=[O:23])[NH:11][CH:10]3[CH2:35][C:36]([CH3:39])([CH3:38])[CH3:37])[C:6](=[O:40])[NH:5][C:4]=2[CH:3]=1.[OH:41]O.[OH-].[Na+], predict the reaction product. The product is: [C:31]([C:28]1[CH:29]=[CH:30][C:25]([NH:24][C:22]([CH:12]2[NH:11][CH:10]([CH2:35][C:36]([CH3:37])([CH3:39])[CH3:38])[C:7]3([C:6](=[O:40])[NH:5][C:4]4[CH:3]=[C:2]([Cl:1])[S:9][C:8]3=4)[CH:13]2[C:14]2[CH:19]=[CH:18][CH:17]=[C:16]([Cl:20])[C:15]=2[F:21])=[O:23])=[C:26]([O:33][CH3:34])[CH:27]=1)(=[O:41])[NH2:32].